Dataset: Peptide-MHC class I binding affinity with 185,985 pairs from IEDB/IMGT. Task: Regression. Given a peptide amino acid sequence and an MHC pseudo amino acid sequence, predict their binding affinity value. This is MHC class I binding data. (1) The peptide sequence is DTMRPTTVV. The MHC is HLA-A02:03 with pseudo-sequence HLA-A02:03. The binding affinity (normalized) is 0.220. (2) The peptide sequence is AEGVVAFLI. The MHC is HLA-B46:01 with pseudo-sequence HLA-B46:01. The binding affinity (normalized) is 0.0847. (3) The peptide sequence is KYLKYKTKDL. The MHC is HLA-B27:05 with pseudo-sequence HLA-B27:05. The binding affinity (normalized) is 0. (4) The peptide sequence is IIMRCWLCWK. The MHC is HLA-A03:01 with pseudo-sequence HLA-A03:01. The binding affinity (normalized) is 0.953. (5) The peptide sequence is ISARALKAY. The MHC is HLA-A68:01 with pseudo-sequence HLA-A68:01. The binding affinity (normalized) is 0.278. (6) The peptide sequence is WFREDRSPV. The binding affinity (normalized) is 0.0847. The MHC is HLA-B57:01 with pseudo-sequence HLA-B57:01. (7) The peptide sequence is DTLKVGNTY. The MHC is HLA-B38:01 with pseudo-sequence HLA-B38:01. The binding affinity (normalized) is 0.0847. (8) The peptide sequence is NVKSKLLWFL. The MHC is HLA-A02:06 with pseudo-sequence HLA-A02:06. The binding affinity (normalized) is 0.0439. (9) The peptide sequence is LEFFMMVLL. The MHC is HLA-B44:03 with pseudo-sequence HLA-B44:03. The binding affinity (normalized) is 0.272.